The task is: Binary Classification. Given a miRNA mature sequence and a target amino acid sequence, predict their likelihood of interaction.. This data is from Experimentally validated miRNA-target interactions with 360,000+ pairs, plus equal number of negative samples. (1) The protein sequence of the target gene is MMEESGIETTPPGTPPLHPAGLAAVPSTEAHSAATSSFSSPNVSGMESLPPHVYSTPQPSLPPVQPSAPPPFVSMSPAPSVPLSGTSVPPSVSPSPATAFSGPPMSHFPPATSASGALLSAPPSGPPISGFSVGTTYDITRGHAGRAPQTPLMPSFSAPPVTGILPAPITQQASMTSLAQGPGTTSAITFPEEQEDPRINRGQDDAPAGGIWGFIKGVAGNPMVKSVLDKTKHSVESMITTLDPGMAPYIKSGGELDIVVTSNKEVKVAAVRDAFQEVFGLAVVVGEAGQSNIAPQPVGY.... The miRNA is hsa-miR-4463 with sequence GAGACUGGGGUGGGGCC. Result: 0 (no interaction). (2) The miRNA is dre-miR-196b with sequence UAGGUAGUUUCAAGUUGUUGGG. The protein sequence of the target gene is MAVAPSFNMTNPQPAIEGGISEVEIISQQVDEETKSIAPVQLVNFAYRDLPLAAVDLSTAGSQLLSNLDEDYQREGSNWLKPCCGKRAAVWQVFLLSASLNSFLVACVILVVILLTLELLIDIKLLQFSSAFQFAGVIHWISLVILSVFFSETVLRIVVLGIWDYIENKIEVFDGAVIILSLAPMVASTVANGPRSPWDAISLIIMLRIWRVKRVIDAYVLPVKLEMEMVIQQYEKAKVIQDEQLERLTQICQEQGFEIRQLRAHLAQQDLDLAAEREAALQAPHVLSQPRSRFKVLEAG.... Result: 0 (no interaction). (3) The miRNA is hsa-miR-4329 with sequence CCUGAGACCCUAGUUCCAC. The protein sequence of the target gene is MGRPAGLFPPLCPFLGFRPEACWERHMQIERAPSVPPFLRWAGYRPGPVRRRGKVELIKFVRVQWRRPQVEWRRRRWGPGPGASMAGSEELGLREDTLRVLAAFLRRGEAAGSPVPTPPRSPAQEEPTDFLSRLRRCLPCSLGRGAAPSESPRPCSLPIRPCYGLEPGPATPDFYALVAQRLEQLVQEQLKSPPSPELQGPPSTEKEAILRRLVALLEEEAEVINQKLASDPALRSKLVRLSSDSFARLVELFCSRDDSSRPSRACPGPPPPSPEPLARLALAMELSRRVAGLGGTLAGL.... Result: 1 (interaction). (4) The miRNA is hsa-miR-2355-5p with sequence AUCCCCAGAUACAAUGGACAA. The protein sequence of the target gene is MAPRGCAGHPPPPSPQACVCPGKMLAMGALAGFWILCLLTYGYLSWGQALEEEEEGALLAQAGEKLEPSTTSTSQPHLIFILADDQGFRDVGYHGSEIKTPTLDKLAAEGVKLENYYVQPICTPSRSQFITGKYQIHTGLQHSIIRPTQPNCLPLDNATLPQKLKEVGYSTHMVGKWHLGFYRKECMPTRRGFDTFFGSLLGSGDYYTHYKCDSPGMCGYDLYENDNAAWDYDNGIYSTQMYTQRVQQILASHNPTKPIFLYIAYQAVHSPLQAPGRYFEHYRSIININRRRYAAMLSCL.... Result: 0 (no interaction). (5) The miRNA is ath-miR408-3p with sequence AUGCACUGCCUCUUCCCUGGC. The protein sequence of the target gene is MSDYNTGGPPPGPPPPAGGGGGAAGAGGGPPPGPPGAGDRGGGGPGGGGPGGGGASGGPSQPPGGGGPGIRKDAFADAVQRARQIAAKIGGDAATTVNNNTPDFGFGGQKRQLEDGDQPDSKKLASQGDSIGSQLGPIHPPPRTSMTEEYRVPDGMVGLIIGRGGEQINKIQQDSGCKVQISPDSGGLPERSVSLTGAPESVQKAKMMLDDIVSRGRGGPPGQFHDNANGGQNGTVQEIMIPAGKAGLVIGKGGETIKQLQERAGVKMILIQDGSQNTNVDKPLRIIGDPYKVQQACEMV.... Result: 0 (no interaction). (6) The miRNA is mmu-miR-5116 with sequence UUUGAUAGGAACCCCGCCUGA. The protein sequence of the target gene is MELRVANANGSCENGSIVSLYCSSQEVLCQIVRGISPEEPYNATLITWQERVRKKYGFYIGVGLAFLSCFLIGTSVILKKKGLIRLVATGATRAVNGGYGYLKDPMWWAGMATMSAGEVANFGAYAFAPATVVTPLGALSVLISAIFSSYCLGESLNLLGKLGCVICMAGSTVMVIHAPKEEKVTTVAEMASKMKDTGFIVFAVLLVVSCLILIFIVAPRYGQRNILIYIIICSVIGSFSVTAVKGLGVTIRNFFQGLPVVRHPLPYILSLILGLSIIIQVNFLNRALDIFNTSLVFPIY.... Result: 0 (no interaction). (7) The miRNA is hsa-miR-195-5p with sequence UAGCAGCACAGAAAUAUUGGC. The protein sequence of the target gene is MATRGHVQDPNDRRLRPIYDYLDNGNNKMAIQQADKLLKKHKDLHCAKVLKAIGLQRTGKQEEAFTLAQEVAALEPTDDNSLQALTILYREMHRPELVTKLYEAAVKKVPNSEEYHSHLFMAYARVGEYKKMQQAGMALYKIVPKNPYYFWSVMSLIMQSISAQDENLSKTMFLPLAERMVEKMVKEDKIEAEAEVELYYMILERLGKYQEALDVIRGKLGEKLTSEIQSRENKCMAMYKKLSRWPECNALSRRLLLKNSDDWQFYLTYFDSVFRLIEEAWSPPAEGEHSLEGEVHYSAE.... Result: 1 (interaction). (8) The miRNA is cel-miR-1022-5p with sequence AAGAUCAUUGUUAGGACGCCAUC. The protein sequence of the target gene is MGNGMCSRKQKRIFQTLLLLTVVFGFLYGAMLYYELQTQLRKAEAVALKYQQHQESLSAQLQVVYEHRSRLEKSLQKERLEHKKAKEDFLVYKLEAQETLNKGRQDSNSRYSALNVQHQMLKSQHEELKKQHSDLEEEHRKQGEDFSRTFNDHKQKYLQLQQEKEQELSKLKETVYNLREENRQLRKAHQDIHTQLQDVKQQHKNLLSEHEQLVVTLEDHKSALAAAQTQVAEYKQLKDTLNRIPSLRKPDPAEQQNVTQVAHSPQGYNTAREKPTREVQEVSRNNDVWQNHEAVPGRAE.... Result: 0 (no interaction). (9) Result: 1 (interaction). The miRNA is hsa-miR-6809-5p with sequence UGGCAAGGAAAGAAGAGGAUCA. The protein sequence of the target gene is MAAAALRAPTQVTVSPETHMDLTKGCVTFEDIAIYFSQDEWGLLDEAQRLLYLEVMLENFALVASLGCGHGTEDEETPSDQNVSVGVSQSKAGSSTQKTQSCEMCVPVLKDILHLADLPGQKPYLVGECTNHHQHQKHHSAKKSLKRDMDRASYVKCCLFCMSLKPFRKWEVGKDLPAMLRLLRSLVFPGGKKPGTITECGEDIRSQKSHYKSGECGKASRHKHTPVYHPRVYTGKKLYECSKCGKAFRGKYSLVQHQRVHTGERPWECNECGKFFSQTSHLNDHRRIHTGERPYECSEC....